This data is from Peptide-MHC class I binding affinity with 185,985 pairs from IEDB/IMGT. The task is: Regression. Given a peptide amino acid sequence and an MHC pseudo amino acid sequence, predict their binding affinity value. This is MHC class I binding data. (1) The peptide sequence is WENGFKVVL. The MHC is HLA-A26:03 with pseudo-sequence HLA-A26:03. The binding affinity (normalized) is 0.0847. (2) The peptide sequence is YTVKYPSL. The MHC is H-2-Kb with pseudo-sequence H-2-Kb. The binding affinity (normalized) is 0.681. (3) The peptide sequence is YQSFLFWFLK. The MHC is HLA-A03:01 with pseudo-sequence HLA-A03:01. The binding affinity (normalized) is 0.720. (4) The peptide sequence is NVVHAIILH. The MHC is HLA-A11:01 with pseudo-sequence HLA-A11:01. The binding affinity (normalized) is 0.0144.